Dataset: Forward reaction prediction with 1.9M reactions from USPTO patents (1976-2016). Task: Predict the product of the given reaction. (1) Given the reactants Br[C:2]1[C:6]2[CH2:7][N:8]([C:11]([O:13][C:14]([CH3:17])([CH3:16])[CH3:15])=[O:12])[CH2:9][CH2:10][C:5]=2[N:4]([CH2:18][O:19][CH2:20][CH2:21][Si:22]([CH3:25])([CH3:24])[CH3:23])[N:3]=1.BrC1N(COCC[Si](C)(C)C)N=C2CCN(C(OC(C)(C)C)=O)CC=12.C1(P(C2CCCCC2)C2C=CC=CC=2C2C(OC(C)C)=CC=CC=2OC(C)C)CCCCC1.[F:84][CH:85]([F:102])[C:86]1[CH:95]=[C:94]2[C:89]([CH2:90][CH2:91][CH2:92][NH:93]2)=[CH:88][C:87]=1[C:96]1[CH:97]=[N:98][N:99]([CH3:101])[CH:100]=1.C(O[Na])(C)(C)C, predict the reaction product. The product is: [F:102][CH:85]([F:84])[C:86]1[CH:95]=[C:94]2[C:89]([CH2:90][CH2:91][CH2:92][N:93]2[C:2]2[C:6]3[CH2:7][N:8]([C:11]([O:13][C:14]([CH3:17])([CH3:16])[CH3:15])=[O:12])[CH2:9][CH2:10][C:5]=3[N:4]([CH2:18][O:19][CH2:20][CH2:21][Si:22]([CH3:25])([CH3:24])[CH3:23])[N:3]=2)=[CH:88][C:87]=1[C:96]1[CH:97]=[N:98][N:99]([CH3:101])[CH:100]=1. (2) Given the reactants [Br:1][C:2]1[CH:3]=[C:4]([CH:7]=[C:8]([C:10]([F:13])([F:12])[F:11])[CH:9]=1)[CH:5]=[O:6].[CH2:14](O)[CH2:15][OH:16], predict the reaction product. The product is: [Br:1][C:2]1[CH:3]=[C:4]([CH:5]2[O:16][CH2:15][CH2:14][O:6]2)[CH:7]=[C:8]([C:10]([F:11])([F:12])[F:13])[CH:9]=1. (3) Given the reactants [F:1][C:2]1[CH:7]=[CH:6][C:5]([NH:8][C:9]([C:11]2([C:14]([OH:16])=O)[CH2:13][CH2:12]2)=[O:10])=[CH:4][CH:3]=1.C(N(CC)CC)C.CN(C(ON1N=NC2C=CC=NC1=2)=[N+](C)C)C.F[P-](F)(F)(F)(F)F.[NH2:48][C:49]1[CH:54]=[C:53]([O:55][C:56]2[CH:61]=[C:60]([F:62])[C:59]([NH2:63])=[CH:58][C:57]=2[F:64])[N:52]=[CH:51][N:50]=1, predict the reaction product. The product is: [NH2:48][C:49]1[CH:54]=[C:53]([O:55][C:56]2[C:57]([F:64])=[CH:58][C:59]([NH:63][C:14]([C:11]3([C:9]([NH:8][C:5]4[CH:4]=[CH:3][C:2]([F:1])=[CH:7][CH:6]=4)=[O:10])[CH2:12][CH2:13]3)=[O:16])=[C:60]([F:62])[CH:61]=2)[N:52]=[CH:51][N:50]=1. (4) Given the reactants [C:1]([O:9][C:10]1[CH:15]=[CH:14][CH:13]=[C:12]([N+:16]([O-])=O)[CH:11]=1)(=[O:8])[C:2]1[CH:7]=[CH:6][CH:5]=[CH:4][CH:3]=1.O.O.[Sn](Cl)Cl.C(=O)([O-])[O-].[Na+].[Na+], predict the reaction product. The product is: [C:1]([O:9][C:10]1[CH:15]=[CH:14][CH:13]=[C:12]([NH2:16])[CH:11]=1)(=[O:8])[C:2]1[CH:3]=[CH:4][CH:5]=[CH:6][CH:7]=1. (5) Given the reactants [NH:1]1[C:9]2[C:4](=[CH:5][CH:6]=[CH:7][CH:8]=2)[CH2:3][C:2]1=[O:10].[CH2:11]([N:18]([CH2:22][CH2:23]Cl)[CH2:19][CH2:20]Cl)[C:12]1[CH:17]=[CH:16][CH:15]=[CH:14][CH:13]=1.[H-].[Na+].[Cl-].[NH4+].C(=O)([O-])O.[Na+], predict the reaction product. The product is: [CH2:11]([N:18]1[CH2:22][CH2:23][C:3]2([C:4]3[C:9](=[CH:8][CH:7]=[CH:6][CH:5]=3)[NH:1][C:2]2=[O:10])[CH2:20][CH2:19]1)[C:12]1[CH:17]=[CH:16][CH:15]=[CH:14][CH:13]=1. (6) The product is: [CH2:1]([O:3][C:4](=[O:24])[C@@:5]([CH3:23])([O:14][C:15]1[CH:16]=[CH:17][C:18]([O:21][CH3:22])=[CH:19][CH:20]=1)[CH2:6][C:7]1[CH:8]=[CH:9][C:10]([O:13][CH2:37][CH2:36][C:27]2[N:28]=[C:29]([C:31]3[S:32][CH:33]=[CH:34][CH:35]=3)[O:30][C:26]=2[CH3:25])=[CH:11][CH:12]=1)[CH3:2]. Given the reactants [CH2:1]([O:3][C:4](=[O:24])[C@@:5]([CH3:23])([O:14][C:15]1[CH:20]=[CH:19][C:18]([O:21][CH3:22])=[CH:17][CH:16]=1)[CH2:6][C:7]1[CH:12]=[CH:11][C:10]([OH:13])=[CH:9][CH:8]=1)[CH3:2].[CH3:25][C:26]1[O:30][C:29]([C:31]2[S:32][CH:33]=[CH:34][CH:35]=2)=[N:28][C:27]=1[CH2:36][CH2:37]OS(C1C=CC(C)=CC=1)(=O)=O, predict the reaction product.